From a dataset of Catalyst prediction with 721,799 reactions and 888 catalyst types from USPTO. Predict which catalyst facilitates the given reaction. (1) Reactant: [NH:1]1[C:9]2[CH2:8][CH2:7][NH:6][CH2:5][C:4]=2[N:3]=[N:2]1.Cl[C:11]([N:13]1[CH2:17][C@H:16]2[CH2:18][N:19]([C:21]([O:23][CH2:24][C:25]3[CH:30]=[C:29]([Cl:31])[CH:28]=[C:27]([Cl:32])[CH:26]=3)=[O:22])[CH2:20][C@H:15]2[CH2:14]1)=[O:12].CN(C)C=O. Product: [NH:1]1[C:9]2[CH2:8][CH2:7][N:6]([C:11]([N:13]3[CH2:14][C@@H:15]4[CH2:20][N:19]([C:21]([O:23][CH2:24][C:25]5[CH:30]=[C:29]([Cl:31])[CH:28]=[C:27]([Cl:32])[CH:26]=5)=[O:22])[CH2:18][C@@H:16]4[CH2:17]3)=[O:12])[CH2:5][C:4]=2[N:3]=[N:2]1. The catalyst class is: 4. (2) Reactant: [CH3:13][C:12]([O:11][C:9](O[C:9]([O:11][C:12]([CH3:15])([CH3:14])[CH3:13])=[O:10])=[O:10])([CH3:15])[CH3:14].[NH2:16][CH2:17][C@@H:18]1[CH2:21][C@H:20]([OH:22])[CH2:19]1.CCN(CC)CC. Product: [OH:22][C@@H:20]1[CH2:21][C@H:18]([CH2:17][NH:16][C:9](=[O:10])[O:11][C:12]([CH3:13])([CH3:14])[CH3:15])[CH2:19]1. The catalyst class is: 1. (3) Reactant: [CH3:1][N:2]1[CH2:7][C@H:6]([CH3:8])[N:5](CC2C=CC=CC=2)[CH2:4][C@@H:3]1[CH3:16]. Product: [CH3:1][N:2]1[CH2:7][C@H:6]([CH3:8])[NH:5][CH2:4][C@@H:3]1[CH3:16]. The catalyst class is: 5. (4) Reactant: [CH:1]([C:3]1[CH:18]=[CH:17][C:6]([O:7][C:8]2[CH:16]=[CH:15][C:11]([C:12]([OH:14])=O)=[CH:10][N:9]=2)=[CH:5][CH:4]=1)=[O:2].C(Cl)CCl.[CH:23]1[CH:24]=[CH:25]C2N(O)N=[N:29][C:27]=2[CH:28]=1.N1CCCCC1. Product: [N:29]1([C:12]([C:11]2[CH:15]=[CH:16][C:8]([O:7][C:6]3[CH:5]=[CH:4][C:3]([CH:1]=[O:2])=[CH:18][CH:17]=3)=[N:9][CH:10]=2)=[O:14])[CH2:25][CH2:24][CH2:23][CH2:28][CH2:27]1. The catalyst class is: 2. (5) Reactant: [CH2:1]([C:3]1[CH:8]=[CH:7][C:6]([Br:9])=[CH:5][C:4]=1[N+:10]([O-])=O)[CH3:2].O.O.[Sn](Cl)Cl.C(=O)([O-])[O-].[Na+].[Na+]. Product: [Br:9][C:6]1[CH:7]=[CH:8][C:3]([CH2:1][CH3:2])=[C:4]([CH:5]=1)[NH2:10]. The catalyst class is: 162. (6) Reactant: [CH2:1]([C:3]1[C:4]([NH:23][CH:24]([CH3:31])[CH2:25][C:26](OCC)=[O:27])=[N:5][C:6]([CH2:21][CH3:22])=[C:7]([C:9]2[C:18]([O:19][CH3:20])=[CH:17][C:16]3[CH2:15][CH2:14][CH2:13][CH2:12][C:11]=3[CH:10]=2)[N:8]=1)[CH3:2].[H-].[H-].[H-].[H-].[Li+].[Al+3].[O-]S([O-])(=O)=O.[Mg+2]. Product: [CH2:1]([C:3]1[C:4]([NH:23][CH:24]([CH3:31])[CH2:25][CH2:26][OH:27])=[N:5][C:6]([CH2:21][CH3:22])=[C:7]([C:9]2[C:18]([O:19][CH3:20])=[CH:17][C:16]3[CH2:15][CH2:14][CH2:13][CH2:12][C:11]=3[CH:10]=2)[N:8]=1)[CH3:2]. The catalyst class is: 1. (7) Reactant: [Cl:1][C:2]1[CH:7]=[CH:6][CH:5]=[C:4]([Cl:8])[C:3]=1[NH:9][C:10]1[CH:15]=[CH:14][CH:13]=[CH:12][C:11]=1[CH2:16][C:17]([O:19][CH2:20][CH:21]1[CH2:25][O:24]C(C)(C)[O:22]1)=[O:18]. Product: [Cl:1][C:2]1[CH:7]=[CH:6][CH:5]=[C:4]([Cl:8])[C:3]=1[NH:9][C:10]1[CH:15]=[CH:14][CH:13]=[CH:12][C:11]=1[CH2:16][C:17]([O:19][CH2:20][CH:21]([OH:22])[CH2:25][OH:24])=[O:18]. The catalyst class is: 15. (8) Reactant: [Br:1][C:2]1[C:3]([N:20]2[CH2:25][CH2:24][N:23](C(NC3C=CC=CC=3)=O)[CH2:22][CH2:21]2)=[C:4]2[N:10]=[C:9]([C:11]3[CH:16]=[CH:15][C:14]([N:17]([CH3:19])[CH3:18])=[CH:13][CH:12]=3)[NH:8][C:5]2=[N:6][CH:7]=1.BrC1C(N2CCN([CH:52]([C:54]3[CH:59]=[CH:58][N:57]=[CH:56][CH:55]=3)[CH3:53])CC2)=C([N+]([O-])=O)C(N)=NC=1.[O-]S(S([O-])=O)=O.[Na+].[Na+].CN(C1C=CC(C=O)=CC=1)C. Product: [Br:1][C:2]1[C:3]([N:20]2[CH2:21][CH2:22][N:23]([CH:52]([C:54]3[CH:59]=[CH:58][N:57]=[CH:56][CH:55]=3)[CH3:53])[CH2:24][CH2:25]2)=[C:4]2[N:10]=[C:9]([C:11]3[CH:16]=[CH:15][C:14]([N:17]([CH3:19])[CH3:18])=[CH:13][CH:12]=3)[NH:8][C:5]2=[N:6][CH:7]=1. The catalyst class is: 3.